Dataset: Peptide-MHC class I binding affinity with 185,985 pairs from IEDB/IMGT. Task: Regression. Given a peptide amino acid sequence and an MHC pseudo amino acid sequence, predict their binding affinity value. This is MHC class I binding data. (1) The peptide sequence is RVITAPPYY. The MHC is HLA-A02:16 with pseudo-sequence HLA-A02:16. The binding affinity (normalized) is 0.0847. (2) The peptide sequence is MLSRVAAVK. The MHC is HLA-A02:03 with pseudo-sequence HLA-A02:03. The binding affinity (normalized) is 0.409. (3) The peptide sequence is SRKKGFLGL. The MHC is HLA-A01:01 with pseudo-sequence HLA-A01:01. The binding affinity (normalized) is 0.0847.